Predict which catalyst facilitates the given reaction. From a dataset of Catalyst prediction with 721,799 reactions and 888 catalyst types from USPTO. (1) Product: [Cl:16][C:17]1[N:18]([CH2:25][C@@:26]([CH3:29])([OH:27])[CH2:28][N:11]2[CH2:10][CH2:9][CH:8]([C:2]3[CH:7]=[CH:6][CH:5]=[CH:4][CH:3]=3)[CH2:13][CH2:12]2)[CH:19]=[C:20]([N+:22]([O-:24])=[O:23])[N:21]=1. Reactant: Cl.[C:2]1([CH:8]2[CH2:13][CH2:12][NH:11][CH2:10][CH2:9]2)[CH:7]=[CH:6][CH:5]=[CH:4][CH:3]=1.[OH-].[Na+].[Cl:16][C:17]1[N:18]([CH2:25][C@:26]2([CH3:29])[CH2:28][O:27]2)[CH:19]=[C:20]([N+:22]([O-:24])=[O:23])[N:21]=1.CN(C=O)C. The catalyst class is: 6. (2) Reactant: [Cl:1][C:2]1[C:3]([NH:12][S:13]([C:16]2[CH:25]=[CH:24][C:19]([C:20]([O:22][CH3:23])=[O:21])=[CH:18][CH:17]=2)(=[O:15])=[O:14])=[N:4][CH:5]=[C:6]([C:8]([F:11])([F:10])[F:9])[CH:7]=1.Br[CH2:27][CH2:28][CH2:29][C:30]1[CH:35]=[CH:34][CH:33]=[CH:32][CH:31]=1.C([O-])([O-])=O.[Cs+].[Cs+].[Na+].[I-].Cl. The catalyst class is: 3. Product: [Cl:1][C:2]1[C:3]([N:12]([CH2:27][CH2:28][CH2:29][C:30]2[CH:35]=[CH:34][CH:33]=[CH:32][CH:31]=2)[S:13]([C:16]2[CH:25]=[CH:24][C:19]([C:20]([O:22][CH3:23])=[O:21])=[CH:18][CH:17]=2)(=[O:15])=[O:14])=[N:4][CH:5]=[C:6]([C:8]([F:11])([F:9])[F:10])[CH:7]=1. (3) Reactant: [CH3:1][N:2]1[N:6]=[N:5][C:4]([C:7]2[CH:12]=[CH:11][C:10]([CH3:13])=[CH:9][CH:8]=2)=[N:3]1.[Br:14]N1C(=O)CCC1=O.C(OOC(=O)C1C=CC=CC=1)(=O)C1C=CC=CC=1. Product: [Br:14][CH2:13][C:10]1[CH:11]=[CH:12][C:7]([C:4]2[N:5]=[N:6][N:2]([CH3:1])[N:3]=2)=[CH:8][CH:9]=1. The catalyst class is: 53. (4) Reactant: Cl[C:2]1[N:7]=[C:6]([NH:8][C:9]2[CH:19]=[CH:18][CH:17]=[CH:16][C:10]=2[C:11]([N:13]([CH3:15])[CH3:14])=[O:12])[C:5]([Cl:20])=[CH:4][N:3]=1.[CH3:21][N:22]1[CH2:27][CH2:26][N:25]([CH2:28][C:29]2[CH:35]=[CH:34][C:32]([NH2:33])=[CH:31][CH:30]=2)[CH2:24][CH2:23]1. The catalyst class is: 61. Product: [Cl:20][C:5]1[C:6]([NH:8][C:9]2[CH:19]=[CH:18][CH:17]=[CH:16][C:10]=2[C:11]([N:13]([CH3:15])[CH3:14])=[O:12])=[N:7][C:2]([NH:33][C:32]2[CH:31]=[CH:30][C:29]([CH2:28][N:25]3[CH2:24][CH2:23][N:22]([CH3:21])[CH2:27][CH2:26]3)=[CH:35][CH:34]=2)=[N:3][CH:4]=1. (5) Product: [C:1]([O:5][C@@H:6]([C:12]1[C:37]([CH3:38])=[CH:36][C:15]2[N:16]=[C:17]([C:19]3[CH:24]=[CH:23][N:22]=[C:21]([N:25]4[C:34](=[O:35])[C:33]5[N:32]=[CH:31][CH:30]=[CH:29][C:28]=5[CH:27]=[CH:26]4)[CH:20]=3)[S:18][C:14]=2[C:13]=1[C:39]1[CH:44]=[CH:43][C:42]([Cl:45])=[CH:41][CH:40]=1)[C:7]([OH:9])=[O:8])([CH3:4])([CH3:2])[CH3:3]. Reactant: [C:1]([O:5][C@@H:6]([C:12]1[C:37]([CH3:38])=[CH:36][C:15]2[N:16]=[C:17]([C:19]3[CH:24]=[CH:23][N:22]=[C:21]([N:25]4[C:34](=[O:35])[C:33]5[N:32]=[CH:31][CH:30]=[CH:29][C:28]=5[CH:27]=[CH:26]4)[CH:20]=3)[S:18][C:14]=2[C:13]=1[C:39]1[CH:44]=[CH:43][C:42]([Cl:45])=[CH:41][CH:40]=1)[C:7]([O:9]CC)=[O:8])([CH3:4])([CH3:3])[CH3:2].[Li+].[I-]. The catalyst class is: 17. (6) Reactant: C([C:3]([N:9]=[N:10][C:11]1[CH:16]=[CH:15][CH:14]=[CH:13][CH:12]=1)([CH2:6][C:7]#[N:8])[C:4]#[N:5])C.C(=O)([O-])[O-].[K+].[K+]. Product: [NH2:8][C:7]1[N:10]([C:11]2[CH:16]=[CH:15][CH:14]=[CH:13][CH:12]=2)[N:9]=[C:3]([C:4]#[N:5])[CH:6]=1. The catalyst class is: 4. (7) Reactant: [CH2:1]([N:3]([CH3:17])[S:4]([CH2:7][C:8]1[CH:13]=[CH:12][CH:11]=[C:10]([N+:14]([O-])=O)[CH:9]=1)(=[O:6])=[O:5])[CH3:2].[H][H]. Product: [NH2:14][C:10]1[CH:9]=[C:8]([CH2:7][S:4]([N:3]([CH2:1][CH3:2])[CH3:17])(=[O:6])=[O:5])[CH:13]=[CH:12][CH:11]=1. The catalyst class is: 19.